This data is from Reaction yield outcomes from USPTO patents with 853,638 reactions. The task is: Predict the reaction yield, written as a fraction of the theoretical maximum amount of product (1.0 means a 100% yield; for example, 0.34 means a 34% yield). (1) The reactants are [CH2:1]([O:4][C:5]1[CH:6]=[C:7]([CH:11]=[CH:12][CH:13]=1)[C:8]([OH:10])=O)[CH2:2][CH3:3].[NH2:14][C@@H:15]1[C@H:19]2[O:20][CH2:21][C@H:22]([NH:23][C:24]([CH:26]3[CH2:28][CH2:27]3)=[O:25])[C@H:18]2[O:17][CH2:16]1. No catalyst specified. The product is [CH:26]1([C:24]([NH:23][C@@H:22]2[C@H:18]3[O:17][CH2:16][C@H:15]([NH:14][C:8](=[O:10])[C:7]4[CH:11]=[CH:12][CH:13]=[C:5]([O:4][CH2:1][CH2:2][CH3:3])[CH:6]=4)[C@H:19]3[O:20][CH2:21]2)=[O:25])[CH2:27][CH2:28]1. The yield is 0.459. (2) The yield is 1.00. The product is [NH2:12][C:13]1[N:14]=[C:15]([N:24]2[CH2:25][CH2:26][N:27]([C:30](=[O:40])[CH2:31][O:32][C:33]3[CH:38]=[CH:37][C:36]([Cl:39])=[CH:35][CH:34]=3)[CH2:28][CH2:29]2)[C:16]2[N:22]=[C:21]([C:3]3[CH:4]=[C:5]([F:8])[CH:6]=[CH:7][C:2]=3[F:1])[CH:20]=[CH:19][C:17]=2[N:18]=1. No catalyst specified. The reactants are [F:1][C:2]1[CH:7]=[CH:6][C:5]([F:8])=[CH:4][C:3]=1B(O)O.[NH2:12][C:13]1[N:14]=[C:15]([N:24]2[CH2:29][CH2:28][N:27]([C:30](=[O:40])[CH2:31][O:32][C:33]3[CH:38]=[CH:37][C:36]([Cl:39])=[CH:35][CH:34]=3)[CH2:26][CH2:25]2)[C:16]2[N:22]=[C:21](Cl)[CH:20]=[CH:19][C:17]=2[N:18]=1. (3) The product is [O:19]1[CH2:20][CH2:21][O:22][CH:18]1[C:11]1[CH:12]=[C:13]([O:16][CH3:17])[N:14]=[CH:15][C:10]=1[O:9][CH2:8][C:7]1[C:2]([C:23]#[N:24])=[N:3][CH:4]=[CH:5][CH:6]=1. The yield is 0.840. The reactants are Br[C:2]1[C:7]([CH2:8][O:9][C:10]2[C:11]([CH:18]3[O:22][CH2:21][CH2:20][O:19]3)=[CH:12][C:13]([O:16][CH3:17])=[N:14][CH:15]=2)=[CH:6][CH:5]=[CH:4][N:3]=1.[CH3:23][N:24](C=O)C. The catalyst is C1C=CC([P]([Pd]([P](C2C=CC=CC=2)(C2C=CC=CC=2)C2C=CC=CC=2)([P](C2C=CC=CC=2)(C2C=CC=CC=2)C2C=CC=CC=2)[P](C2C=CC=CC=2)(C2C=CC=CC=2)C2C=CC=CC=2)(C2C=CC=CC=2)C2C=CC=CC=2)=CC=1. (4) The reactants are [CH:1]1[C:9]2[C:8]3[CH:10]=[CH:11][CH:12]=[CH:13][C:7]=3[S:6](=O)[C:5]=2[CH:4]=[CH:3][CH:2]=1.[CH3:15][O:16][C:17]1[CH:25]=[CH:24][C:20]([C:21]([OH:23])=[O:22])=[CH:19][CH:18]=1.CS(O)(=O)=O.O=P12OP3(OP(OP(O3)(O1)=O)(=O)O2)=O.[I-:45].[Na+]. The catalyst is ClCCl.O. The product is [I-:45].[C:21]([C:20]1[CH:19]=[CH:18][C:17]([O:16][CH3:15])=[C:25]([S+:6]2[C:5]3[CH:4]=[CH:3][CH:2]=[CH:1][C:9]=3[C:8]3[CH:10]=[CH:11][CH:12]=[CH:13][C:7]2=3)[CH:24]=1)([OH:23])=[O:22]. The yield is 0.550.